From a dataset of Forward reaction prediction with 1.9M reactions from USPTO patents (1976-2016). Predict the product of the given reaction. (1) Given the reactants [NH2:1][C:2]1[CH:7]=[C:6]([OH:8])[N:5]=[C:4]([OH:9])[N:3]=1.C[Si](N[Si](C)(C)C)(C)C.[F:19][C:20]1[CH:27]=[CH:26][CH:25]=[CH:24][C:21]=1[CH2:22]Br.S([O-])([O-])(=O)=S.[Na+].[Na+].C(=O)(O)[O-].[Na+], predict the reaction product. The product is: [NH2:1][C:2]1[NH:3][C:4](=[O:9])[N:5]([CH2:22][C:21]2[CH:24]=[CH:25][CH:26]=[CH:27][C:20]=2[F:19])[C:6](=[O:8])[CH:7]=1. (2) Given the reactants C(O)[C@H]([C@H]([C@@H]([C@@H](CO)O)O)O)O.[CH3:13][N:14]1[C@@H:23]2[CH2:24][C:25]3[CH:30]=[CH:29][C:28]([OH:31])=[C:27]([OH:32])[C:26]=3[C:21]3[C:22]2=[C:17]([CH:18]=[CH:19][CH:20]=3)[CH2:16][CH2:15]1.Cl.C(O)(=O)CC(CC(O)=O)(C(O)=O)O, predict the reaction product. The product is: [CH3:13][N:14]1[C@@H:23]2[CH2:24][C:25]3[CH:30]=[CH:29][C:28]([OH:31])=[C:27]([OH:32])[C:26]=3[C:21]3[C:22]2=[C:17]([CH:18]=[CH:19][CH:20]=3)[CH2:16][CH2:15]1. (3) Given the reactants Cl.[NH2:2][OH:3].[OH:4][C:5]1(O)[CH:14]=[C:13]([CH3:15])[CH:12]=[CH:11][CH:6]1[C:7](OC)=[O:8].O.Cl, predict the reaction product. The product is: [OH:3][NH:2][C:7](=[O:8])[C:6]1[CH:11]=[CH:12][C:13]([CH3:15])=[CH:14][C:5]=1[OH:4]. (4) Given the reactants Br[C:2]1[CH:3]=[C:4]([N:8]2[CH:13]=[CH:12][C:11](=[O:14])[C:10]([C:15]3[N:16]([C:20]4[C:29]5[C:24](=[CH:25][CH:26]=[CH:27][CH:28]=5)[CH:23]=[CH:22][CH:21]=4)[N:17]=[CH:18][CH:19]=3)=[N:9]2)[CH:5]=[CH:6][CH:7]=1.[F:30][CH2:31][CH2:32][OH:33].CCN(CC)CC.[C]=O.C[CH2:44][O:45]C(C)=O, predict the reaction product. The product is: [F:30][CH2:31][CH2:32][O:33][C:44](=[O:45])[C:2]1[CH:7]=[CH:6][CH:5]=[C:4]([N:8]2[CH:13]=[CH:12][C:11](=[O:14])[C:10]([C:15]3[N:16]([C:20]4[C:21]5[C:26](=[CH:25][CH:24]=[CH:23][CH:22]=5)[CH:27]=[CH:28][CH:29]=4)[N:17]=[CH:18][CH:19]=3)=[N:9]2)[CH:3]=1. (5) Given the reactants C1(S([NH:10][C:11]2[CH:16]=[CH:15][C:14]([S:17]([CH3:20])(=[O:19])=[O:18])=[CH:13][C:12]=2I)(=O)=O)C=CC=CC=1.C(N(CC)CC)C.[C:29]([C:31]1[O:32][CH:33]=[CH:34][CH:35]=1)#[CH:30].O, predict the reaction product. The product is: [O:32]1[CH:33]=[CH:34][CH:35]=[C:31]1[C:29]1[NH:10][C:11]2[C:12]([CH:30]=1)=[CH:13][C:14]([S:17]([CH3:20])(=[O:18])=[O:19])=[CH:15][CH:16]=2. (6) Given the reactants [F:1][C:2]1[CH:10]=[CH:9][CH:8]=[C:7]2[C:3]=1[C:4]([CH2:18]O)=[CH:5][N:6]2[C:11]([O:13][C:14]([CH3:17])([CH3:16])[CH3:15])=[O:12].C(N(CC)CC)C.CS([Cl:31])(=O)=O, predict the reaction product. The product is: [Cl:31][CH2:18][C:4]1[C:3]2[C:7](=[CH:8][CH:9]=[CH:10][C:2]=2[F:1])[N:6]([C:11]([O:13][C:14]([CH3:17])([CH3:16])[CH3:15])=[O:12])[CH:5]=1. (7) Given the reactants Cl[C:2]1[N:3]=[C:4]([C:19]2[C:27]3[C:22](=[N:23][CH:24]=[CH:25][CH:26]=3)[N:21]([CH2:28][C:29]3[CH:34]=[CH:33][CH:32]=[CH:31][C:30]=3[F:35])[N:20]=2)[N:5]=[N:6][C:7]=1[C:8]([CH3:18])([CH2:14][CH2:15][CH:16]=[CH2:17])[C:9]([O:11]CC)=O.[NH3:36], predict the reaction product. The product is: [CH2:14]([C@@:8]1([CH3:18])[C:7]2[N:6]=[N:5][C:4]([C:19]3[C:27]4[C:22](=[N:23][CH:24]=[CH:25][CH:26]=4)[N:21]([CH2:28][C:29]4[CH:34]=[CH:33][CH:32]=[CH:31][C:30]=4[F:35])[N:20]=3)=[N:3][C:2]=2[NH:36][C:9]1=[O:11])[CH2:15][CH:16]=[CH2:17].